Predict the reaction yield, written as a fraction of the theoretical maximum amount of product (1.0 means a 100% yield; for example, 0.34 means a 34% yield). From a dataset of Reaction yield outcomes from USPTO patents with 853,638 reactions. (1) The reactants are [NH2:1][C:2]1[C:10]([N+:11]([O-])=O)=[CH:9][CH:8]=[CH:7][C:3]=1[C:4]([OH:6])=[O:5].O1CCCC1. The catalyst is CO.[C].[Pd]. The product is [NH2:1][C:2]1[C:10]([NH2:11])=[CH:9][CH:8]=[CH:7][C:3]=1[C:4]([OH:6])=[O:5]. The yield is 0.980. (2) The reactants are [CH3:1][O:2][C:3]1[C:18]([N+:19]([O-])=O)=[CH:17][C:6]2[CH2:7][CH2:8][N:9]([CH2:12][C:13]([F:16])([F:15])[F:14])[CH2:10][CH2:11][C:5]=2[CH:4]=1.O.NN. The catalyst is CO.[Pd]. The product is [CH3:1][O:2][C:3]1[C:18]([NH2:19])=[CH:17][C:6]2[CH2:7][CH2:8][N:9]([CH2:12][C:13]([F:14])([F:15])[F:16])[CH2:10][CH2:11][C:5]=2[CH:4]=1. The yield is 0.880. (3) The reactants are [CH:1]1([NH:6][C:7]2[C:12]([CH:13]=O)=[C:11]([CH3:15])[N:10]=[C:9]([S:16][CH3:17])[N:8]=2)[CH2:5][CH2:4][CH2:3][CH2:2]1.N1CCCCC1.CC(O)=O.[CH2:28]([O:30][C:31](=[O:38])[CH2:32][C:33](OCC)=[O:34])[CH3:29]. No catalyst specified. The product is [CH2:28]([O:30][C:31]([C:32]1[C:33](=[O:34])[N:6]([CH:1]2[CH2:5][CH2:4][CH2:3][CH2:2]2)[C:7]2[N:8]=[C:9]([S:16][CH3:17])[N:10]=[C:11]([CH3:15])[C:12]=2[CH:13]=1)=[O:38])[CH3:29]. The yield is 0.394. (4) The reactants are Br[C:2]1[C:7]2[O:8][C:9]([F:12])([F:11])[O:10][C:6]=2[C:5]([C:13]([NH:15][S:16]([C:19]2[CH:24]=[CH:23][CH:22]=[CH:21][C:20]=2[S:25](=[O:28])(=[O:27])[NH2:26])(=[O:18])=[O:17])=[O:14])=[CH:4][CH:3]=1.[CH:29]1([C:32]#[C+:33])[CH2:31][CH2:30]1. No catalyst specified. The product is [CH:29]1([C:32]#[C:33][C:2]2[C:7]3[O:8][C:9]([F:11])([F:12])[O:10][C:6]=3[C:5]([C:13]([NH:15][S:16]([C:19]3[CH:24]=[CH:23][CH:22]=[CH:21][C:20]=3[S:25](=[O:27])(=[O:28])[NH2:26])(=[O:17])=[O:18])=[O:14])=[CH:4][CH:3]=2)[CH2:31][CH2:30]1. The yield is 0.200. (5) The reactants are [CH2:1]([C:4]1[CH:11]=[CH:10][CH:9]=[C:6]([CH:7]=O)[C:5]=1[OH:12])[CH:2]=[CH2:3].CCN(CC)CC.[C:20](OC(=O)C)(=[O:22])[CH3:21]. The catalyst is C(OCC)(=O)C. The product is [CH2:1]([C:4]1[CH:11]=[CH:10][CH:9]=[C:6]2[C:5]=1[O:12][C:20](=[O:22])[CH:21]=[CH:7]2)[CH:2]=[CH2:3]. The yield is 0.400. (6) The reactants are Cl[C:2]([O:4][CH2:5][CH:6]=[CH2:7])=[O:3].[OH:8][C@H:9]1[CH2:13][NH:12][C@H:11]([C:14]([OH:16])=[O:15])[CH2:10]1.[OH-].[Na+].[Na+].[Cl-]. The catalyst is C1COCC1.O.CCOC(C)=O. The product is [CH2:5]([O:4][C:2]([N:12]1[CH2:13][C@H:9]([OH:8])[CH2:10][C@H:11]1[C:14]([OH:16])=[O:15])=[O:3])[CH:6]=[CH2:7]. The yield is 0.870. (7) The reactants are Cl[C:2]1[N:7]=[C:6]([Cl:8])[N:5]=[C:4]([O:9][C@H:10]([CH3:14])[CH2:11][O:12][CH3:13])[N:3]=1.Cl.[NH:16]1[CH2:21][CH2:20][CH:19]([C:22]2[C:30]3[C:25](=[N:26][CH:27]=[CH:28][CH:29]=3)[NH:24][CH:23]=2)[CH2:18][CH2:17]1.CCN(C(C)C)C(C)C. The catalyst is C1COCC1.CO. The product is [Cl:8][C:6]1[N:5]=[C:4]([O:9][C@H:10]([CH3:14])[CH2:11][O:12][CH3:13])[N:3]=[C:2]([N:16]2[CH2:17][CH2:18][CH:19]([C:22]3[C:30]4[C:25](=[N:26][CH:27]=[CH:28][CH:29]=4)[NH:24][CH:23]=3)[CH2:20][CH2:21]2)[N:7]=1. The yield is 0.710.